From a dataset of M1 muscarinic receptor antagonist screen with 61,756 compounds. Binary Classification. Given a drug SMILES string, predict its activity (active/inactive) in a high-throughput screening assay against a specified biological target. (1) The molecule is O=C1N(CCC1)c1ccc(cc1)C(=O)NCc1ncccc1. The result is 0 (inactive). (2) The drug is s1c2c(n(CC(=O)NCCN(CC)c3ccccc3)c1=O)cccc2. The result is 0 (inactive). (3) The compound is S(C=1NC(=O)CC(c2c(OC)cccc2)C1C#N)CC(=O)Nc1ccccc1. The result is 0 (inactive). (4) The drug is S1C(CC(=O)N(c2c1cccc2)CC)c1occc1. The result is 0 (inactive). (5) The compound is O=C(N1CCN(CC1)C(=O)c1cc(OC)c(OC)c(OC)c1)C1CC1. The result is 1 (active). (6) The molecule is O(C1CCCC1)c1ccc(cc1)CNCCO. The result is 0 (inactive).